This data is from Catalyst prediction with 721,799 reactions and 888 catalyst types from USPTO. The task is: Predict which catalyst facilitates the given reaction. (1) Reactant: [CH2:1]([N:3]([CH2:11][C:12]1[CH:13]=[N:14][CH:15]=[C:16]([C:19]2[CH:20]=[C:21]3[C:25](=[CH:26][CH:27]=2)[N:24]([CH:28]2[CH2:33][CH2:32][CH2:31][CH2:30][O:29]2)[N:23]=[C:22]3[C:34]2[NH:35][C:36]([C:39]([NH:41][CH2:42][C:43]3[CH:44]=NC=CC=3)=[O:40])=[CH:37][N:38]=2)[C:17]=1[CH3:18])[C:4](=[O:10])[O:5][C:6]([CH3:9])([CH3:8])[CH3:7])[CH3:2].[C:49]([O:53]C(N(CC1C(C)=C(C2C=C3C(=CC=2)N(C2CCCCO2)N=C3C2NC(C(O)=O)=CN=2)C=NC=1)CC)=O)(C)([CH3:51])[CH3:50].CCN(CC)CC.C[C@H]1O[C@@H](C)CNC1.CN(C(ON1N=NC2C=CC=NC1=2)=[N+](C)C)C.F[P-](F)(F)(F)(F)F. Product: [CH3:44][C@H:43]1[O:53][C@@H:49]([CH3:51])[CH2:50][N:41]([C:39]([C:36]2[NH:35][C:34]([C:22]3[C:21]4[C:25](=[CH:26][CH:27]=[C:19]([C:16]5[C:17]([CH3:18])=[C:12]([CH2:11][N:3]([CH2:1][CH3:2])[C:4](=[O:10])[O:5][C:6]([CH3:9])([CH3:8])[CH3:7])[CH:13]=[N:14][CH:15]=5)[CH:20]=4)[N:24]([CH:28]4[CH2:33][CH2:32][CH2:31][CH2:30][O:29]4)[N:23]=3)=[N:38][CH:37]=2)=[O:40])[CH2:42]1. The catalyst class is: 2. (2) Reactant: [Cl:1][C:2]1[C:9]([Cl:10])=[CH:8][CH:7]=[CH:6][C:3]=1[CH2:4]Cl.[C-:11]#[N:12].[Na+]. Product: [Cl:1][C:2]1[C:9]([Cl:10])=[CH:8][CH:7]=[CH:6][C:3]=1[CH2:4][C:11]#[N:12]. The catalyst class is: 58. (3) Reactant: [CH2:1]([O:3][C:4]([CH2:6][CH2:7][N:8]1[CH2:13][CH2:12][N:11]2[N:14]=[C:15]([C:17]([O:19]CC3C=CC=CC=3)=[O:18])[CH:16]=[C:10]2[C:9]1=[O:27])=[O:5])[CH3:2].CO.C(Cl)Cl. Product: [CH2:1]([O:3][C:4]([CH2:6][CH2:7][N:8]1[CH2:13][CH2:12][N:11]2[N:14]=[C:15]([C:17]([OH:19])=[O:18])[CH:16]=[C:10]2[C:9]1=[O:27])=[O:5])[CH3:2]. The catalyst class is: 29. (4) Reactant: [OH:1][C:2]([CH3:26])([CH3:25])[C:3]#[C:4][C:5]1[CH:6]=[C:7]2[C:18]3([CH2:22][O:21][C:20]([NH2:23])=[N:19]3)[C:17]3[C:12](=[N:13][CH:14]=[C:15]([Br:24])[CH:16]=3)[O:11][C:8]2=[CH:9][CH:10]=1.CO.[CH3:29]S(O)(=O)=O.C(OCC)(=O)C. Product: [CH3:29][O:1][C:2]([CH3:26])([CH3:25])[C:3]#[C:4][C:5]1[CH:6]=[C:7]2[C:18]3([CH2:22][O:21][C:20]([NH2:23])=[N:19]3)[C:17]3[C:12](=[N:13][CH:14]=[C:15]([Br:24])[CH:16]=3)[O:11][C:8]2=[CH:9][CH:10]=1. The catalyst class is: 389. (5) Reactant: P([O-])([O-])([O-])=O.[Na+:6].[Na+].[Na+].OC(C(F)(F)F)=O.N[C@@H](CCCCNC(OCC#C)=O)C(O)=O.[N-]=[N+]=[N-].OC(CCCC[C@H]1[C@@H]2[C@@H](NC(N2)=O)CS1)=O.[N-]=[N+]=[N-].[O-:54][S:55]([O-:58])(=[O:57])=[O:56].[Cu+2:59].[O:60]=[C:61]1[O:67][C@H:66]([C@H:68]([CH2:70][OH:71])[OH:69])[C:64]([O-:65])=[C:62]1[OH:63]. Product: [O-:57][S:55]([O-:58])(=[O:56])=[O:54].[Cu+2:59].[O:60]=[C:61]1[O:67][C@H:66]([C@H:68]([CH2:70][OH:71])[OH:69])[C:64]([O-:65])=[C:62]1[OH:63].[Na+:6]. The catalyst class is: 16. (6) Reactant: [Br:1][C:2]1[CH:7]=[CH:6][C:5]([OH:8])=[CH:4][C:3]=1[CH3:9].Br[CH2:11][C:12]1[C:13]([C:20]2[C:25]([Cl:26])=[CH:24][CH:23]=[CH:22][C:21]=2[Cl:27])=[N:14][O:15][C:16]=1[CH:17]1[CH2:19][CH2:18]1.C(=O)([O-])[O-].[K+].[K+]. Product: [Br:1][C:2]1[CH:7]=[CH:6][C:5]([O:8][CH2:11][C:12]2[C:13]([C:20]3[C:21]([Cl:27])=[CH:22][CH:23]=[CH:24][C:25]=3[Cl:26])=[N:14][O:15][C:16]=2[CH:17]2[CH2:19][CH2:18]2)=[CH:4][C:3]=1[CH3:9]. The catalyst class is: 9. (7) Reactant: O.[OH-].[Li+].[F:4][C:5]1[CH:10]=[C:9]([F:11])[C:8]([C:12]2[C:17]([CH3:18])=[CH:16][C:15]([C:19]3[N:23]=[CH:22][N:21]([CH2:24][C:25]([OH:28])([CH3:27])[CH3:26])[N:20]=3)=[CH:14][C:13]=2[CH3:29])=[CH:7][C:6]=1[CH2:30][O:31][C:32]1[N:37]=[CH:36][C:35]2[C@@H:38]3[C@@H:41]([C:42]([O:44]C(C)(C)C)=[O:43])[C@@H:39]3[CH2:40][C:34]=2[CH:33]=1.Cl. Product: [F:4][C:5]1[CH:10]=[C:9]([F:11])[C:8]([C:12]2[C:17]([CH3:18])=[CH:16][C:15]([C:19]3[N:23]=[CH:22][N:21]([CH2:24][C:25]([OH:28])([CH3:27])[CH3:26])[N:20]=3)=[CH:14][C:13]=2[CH3:29])=[CH:7][C:6]=1[CH2:30][O:31][C:32]1[N:37]=[CH:36][C:35]2[C@@H:38]3[C@@H:41]([C:42]([OH:44])=[O:43])[C@@H:39]3[CH2:40][C:34]=2[CH:33]=1. The catalyst class is: 200. (8) Reactant: C([O:5][C:6]([C@@H:8]1[O:12][C:11](=[O:13])[N:10]([C:14]2[CH:19]=[CH:18][C:17]([C:20]3[S:21][CH2:22][C:23](=[O:26])[NH:24][N:25]=3)=[C:16]([F:27])[CH:15]=2)[CH2:9]1)=O)CCC.[NH3:28]. Product: [F:27][C:16]1[CH:15]=[C:14]([N:10]2[CH2:9][C@H:8]([C:6]([NH2:28])=[O:5])[O:12][C:11]2=[O:13])[CH:19]=[CH:18][C:17]=1[C:20]1[S:21][CH2:22][C:23](=[O:26])[NH:24][N:25]=1. The catalyst class is: 5.